This data is from Catalyst prediction with 721,799 reactions and 888 catalyst types from USPTO. The task is: Predict which catalyst facilitates the given reaction. (1) Reactant: C[Al](C)C.[CH2:5]([NH2:8])[CH2:6][NH2:7].CO[C:11]([C:13]1[N:14]=[N:15][N:16]([CH2:24][C:25]2[CH:30]=[C:29]([C:31]([F:34])([F:33])[F:32])[CH:28]=[C:27]([C:35]([F:38])([F:37])[F:36])[CH:26]=2)[C:17]=1[C:18]1[CH:23]=[CH:22][CH:21]=[CH:20][CH:19]=1)=O.O. Product: [F:36][C:35]([F:37])([F:38])[C:27]1[CH:26]=[C:25]([CH:30]=[C:29]([C:31]([F:34])([F:33])[F:32])[CH:28]=1)[CH2:24][N:16]1[C:17]([C:18]2[CH:23]=[CH:22][CH:21]=[CH:20][CH:19]=2)=[C:13]([C:11]2[NH:7][CH2:6][CH2:5][N:8]=2)[N:14]=[N:15]1. The catalyst class is: 11. (2) Reactant: [Br:1][C:2]1[C:10]2[C:9]([NH:11][CH:12]3[CH2:15][CH2:14][CH2:13]3)=[N:8][C:7](Cl)=[N:6][C:5]=2[NH:4][CH:3]=1.[NH2:17][C:18]1[CH:26]=[C:25]2[C:21]([CH:22]=[N:23][NH:24]2)=[CH:20][CH:19]=1.C[Si](Cl)(C)C. Product: [Br:1][C:2]1[C:10]2[C:9]([NH:11][CH:12]3[CH2:15][CH2:14][CH2:13]3)=[N:8][C:7]([NH:17][C:18]3[CH:26]=[C:25]4[C:21]([CH:22]=[N:23][NH:24]4)=[CH:20][CH:19]=3)=[N:6][C:5]=2[NH:4][CH:3]=1. The catalyst class is: 51. (3) Reactant: [CH3:1][N:2]1[CH:6]=[N:5][C:4]([C:7]([O:9]C)=[O:8])=[N:3]1.CO.[OH-].[K+]. Product: [CH3:1][N:2]1[CH:6]=[N:5][C:4]([C:7]([OH:9])=[O:8])=[N:3]1. The catalyst class is: 6. (4) Reactant: [Br:1][C:2]1[CH:3]=[CH:4][C:5](F)=[N:6][CH:7]=1.Cl.[CH3:10][O:11][CH:12]1[CH2:15][NH:14][CH2:13]1.C(=O)([O-])[O-].[K+].[K+]. Product: [Br:1][C:2]1[CH:3]=[CH:4][C:5]([N:14]2[CH2:15][CH:12]([O:11][CH3:10])[CH2:13]2)=[N:6][CH:7]=1. The catalyst class is: 80. (5) Reactant: [CH3:1][C:2]1[CH:7]=[CH:6][C:5]([S:8]([O:11][CH2:12][CH:13]2[CH2:17][C:16]3[CH:18]=[CH:19][CH:20]=[C:21](Br)[C:15]=3[O:14]2)(=[O:10])=[O:9])=[CH:4][CH:3]=1.[F:23][C:24]([F:35])([F:34])[C:25]1[CH:26]=[C:27](B(O)O)[CH:28]=[CH:29][CH:30]=1.C(=O)([O-])[O-].[K+].[K+].CC1C=CC(S(OCC2CC3C(C4C=CC=CC=4)=CC=CC=3O2)(=O)=O)=CC=1. Product: [CH3:1][C:2]1[CH:7]=[CH:6][C:5]([S:8]([O:11][CH2:12][CH:13]2[CH2:17][C:16]3[CH:18]=[CH:19][CH:20]=[C:21]([C:29]4[CH:28]=[CH:27][CH:26]=[C:25]([C:24]([F:35])([F:34])[F:23])[CH:30]=4)[C:15]=3[O:14]2)(=[O:10])=[O:9])=[CH:4][CH:3]=1. The catalyst class is: 608. (6) Reactant: C[Si](C)(C)CCOC[N:7](COCC[Si](C)(C)C)[C:8]1[N:13]2[N:14]=[CH:15][C:16]([C:17]3[CH:18]=[N:19][C:20]([C:23]4[CH:28]=[CH:27][CH:26]=[CH:25][CH:24]=4)=[CH:21][CH:22]=3)=[C:12]2[N:11]=[C:10]([CH2:29][CH:30]2[CH2:35][CH2:34][CH:33]([C:36]([O:38][CH2:39][CH3:40])=[O:37])[CH2:32][CH2:31]2)[C:9]=1[C:41]([O:43]CC)=[CH2:42].Cl. Product: [C:41]([C:9]1[C:10]([CH2:29][CH:30]2[CH2:35][CH2:34][CH:33]([C:36]([O:38][CH2:39][CH3:40])=[O:37])[CH2:32][CH2:31]2)=[N:11][C:12]2[N:13]([N:14]=[CH:15][C:16]=2[C:17]2[CH:18]=[N:19][C:20]([C:23]3[CH:28]=[CH:27][CH:26]=[CH:25][CH:24]=3)=[CH:21][CH:22]=2)[C:8]=1[NH2:7])(=[O:43])[CH3:42]. The catalyst class is: 14.